Task: Predict the product of the given reaction.. Dataset: Forward reaction prediction with 1.9M reactions from USPTO patents (1976-2016) (1) Given the reactants P(Cl)(Cl)([Cl:3])=O.[Cl:6][C:7]1[CH:8]=[CH:9][C:10]2[NH:16][C:15](=O)[C:14]3=[CH:18][C:19]([CH3:21])=[CH:20][N:13]3[CH2:12][C:11]=2[CH:22]=1.CN(C)C1C=CC=CC=1, predict the reaction product. The product is: [Cl:6][C:7]1[CH:8]=[CH:9][C:10]2[N:16]=[C:15]([Cl:3])[C:14]3=[CH:18][C:19]([CH3:21])=[CH:20][N:13]3[CH2:12][C:11]=2[CH:22]=1. (2) Given the reactants Cl[C:2]1[N:10]=[C:9]2[C:5]([N:6]=[CH:7][N:8]2[CH:11]2[CH2:16][CH2:15][N:14]([C:17]([O:19][C:20]([CH3:23])([CH3:22])[CH3:21])=[O:18])[CH2:13][CH2:12]2)=[C:4]([N:24]2[CH2:29][CH2:28][O:27][CH2:26][CH2:25]2)[N:3]=1.O[C:31]1[CH:32]=[C:33]([CH2:37]B(O)O)[CH:34]=[CH:35][CH:36]=1.C(=O)([O-])[O-:42].[Na+].[Na+], predict the reaction product. The product is: [OH:42][CH2:37][C:33]1[CH:32]=[C:31]([C:2]2[N:10]=[C:9]3[C:5]([N:6]=[CH:7][N:8]3[CH:11]3[CH2:16][CH2:15][N:14]([C:17]([O:19][C:20]([CH3:23])([CH3:22])[CH3:21])=[O:18])[CH2:13][CH2:12]3)=[C:4]([N:24]3[CH2:29][CH2:28][O:27][CH2:26][CH2:25]3)[N:3]=2)[CH:36]=[CH:35][CH:34]=1. (3) Given the reactants [CH2:1]([O:3][C:4]1[CH:5]=[C:6]([N:13]2[CH2:18][CH2:17][N:16]([CH:19]3[CH2:24][CH2:23][N:22]([CH2:25][CH2:26][F:27])[CH2:21][CH2:20]3)[CH2:15][CH2:14]2)[CH:7]=[CH:8][C:9]=1[N+:10]([O-])=O)[CH3:2], predict the reaction product. The product is: [CH2:1]([O:3][C:4]1[CH:5]=[C:6]([N:13]2[CH2:18][CH2:17][N:16]([CH:19]3[CH2:24][CH2:23][N:22]([CH2:25][CH2:26][F:27])[CH2:21][CH2:20]3)[CH2:15][CH2:14]2)[CH:7]=[CH:8][C:9]=1[NH2:10])[CH3:2]. (4) Given the reactants Cl[CH2:2][C:3]([NH:5][C:6]1[C:15]2[C:10](=[CH:11][CH:12]=[CH:13][CH:14]=2)[CH:9]=[CH:8][C:7]=1[OH:16])=[O:4].C(=O)([O-])[O-].[K+].[K+].[I-].[Na+].O, predict the reaction product. The product is: [NH:5]1[C:3](=[O:4])[CH2:2][O:16][C:7]2[CH:8]=[CH:9][C:10]3[C:15]([C:6]1=2)=[CH:14][CH:13]=[CH:12][CH:11]=3. (5) Given the reactants Br[C:2]1[C:3]2[N:4]([N:8]=[C:9]([NH:11][C:12](=[O:19])[C:13]3[CH:18]=[CH:17][CH:16]=[CH:15][CH:14]=3)[N:10]=2)[CH:5]=[CH:6][CH:7]=1.[O:20]1[CH:24]=[CH:23][C:22](B(O)O)=[CH:21]1, predict the reaction product. The product is: [O:20]1[CH:24]=[CH:23][C:22]([C:2]2[C:3]3[N:4]([N:8]=[C:9]([NH:11][C:12](=[O:19])[C:13]4[CH:18]=[CH:17][CH:16]=[CH:15][CH:14]=4)[N:10]=3)[CH:5]=[CH:6][CH:7]=2)=[CH:21]1. (6) Given the reactants Br[C:2]1[N:7]=[C:6]([CH2:8][OH:9])[CH:5]=[CH:4][CH:3]=1.CC1(C)C(C)(C)OB([C:18]2[CH:19]=[C:20]([CH:28]=[CH:29][CH:30]=2)[O:21][CH2:22][C:23]([O:25][CH2:26][CH3:27])=[O:24])O1.C([O-])([O-])=O.[Na+].[Na+], predict the reaction product. The product is: [OH:9][CH2:8][C:6]1[N:7]=[C:2]([C:18]2[CH:19]=[C:20]([CH:28]=[CH:29][CH:30]=2)[O:21][CH2:22][C:23]([O:25][CH2:26][CH3:27])=[O:24])[CH:3]=[CH:4][CH:5]=1.